This data is from Full USPTO retrosynthesis dataset with 1.9M reactions from patents (1976-2016). The task is: Predict the reactants needed to synthesize the given product. (1) Given the product [OH:2][C:3]1[N:8]=[CH:7][C:6]([C:9](=[O:11])[CH3:10])=[CH:5][CH:4]=1, predict the reactants needed to synthesize it. The reactants are: C[O:2][C:3]1[N:8]=[CH:7][C:6]([C:9](=[O:11])[CH3:10])=[CH:5][CH:4]=1. (2) Given the product [Br-:16].[CH:1]([N+:3]1[CH:7]=[CH:6][N:5]([CH2:8][CH2:9][CH2:10][CH2:11][CH2:12][CH2:13][CH2:14][CH3:15])[CH:4]=1)=[CH2:2], predict the reactants needed to synthesize it. The reactants are: [CH:1]([N:3]1[CH:7]=[CH:6][N:5]=[CH:4]1)=[CH2:2].[CH2:8]([Br:16])[CH2:9][CH2:10][CH2:11][CH2:12][CH2:13][CH2:14][CH3:15].CO. (3) Given the product [C:32]([O:35][C:36]([N:5]1[CH2:6][CH2:7][CH2:8][CH2:9][C:3]([C:10]2[CH:30]=[CH:29][CH:28]=[C:12]([O:13][C:14]3[CH:21]=[C:20]([CH2:22][N:23]4[CH:27]=[CH:26][N:25]=[CH:24]4)[CH:19]=[CH:18][C:15]=3[C:16]#[N:17])[CH:11]=2)([CH2:1][CH3:2])[CH2:4]1)=[O:37])([CH3:34])([CH3:33])[CH3:31], predict the reactants needed to synthesize it. The reactants are: [CH2:1]([C:3]1([C:10]2[CH:11]=[C:12]([CH:28]=[CH:29][CH:30]=2)[O:13][C:14]2[CH:21]=[C:20]([CH2:22][N:23]3[CH:27]=[CH:26][N:25]=[CH:24]3)[CH:19]=[CH:18][C:15]=2[C:16]#[N:17])[CH2:9][CH2:8][CH2:7][CH2:6][NH:5][CH2:4]1)[CH3:2].[CH3:31][C:32]([O:35][C:36](O[C:36]([O:35][C:32]([CH3:34])([CH3:33])[CH3:31])=[O:37])=[O:37])([CH3:34])[CH3:33]. (4) Given the product [F:1][C:2]1[N:3]=[CH:4][C:5]([C:8]2[N:9]=[CH:10][N:11]([CH2:13][CH2:20][CH2:21][CH2:22][CH2:23][N:24]3[C:28](=[O:29])[C:27]4[C:26](=[CH:33][CH:32]=[CH:31][CH:30]=4)[C:25]3=[O:34])[CH:12]=2)=[CH:6][CH:7]=1, predict the reactants needed to synthesize it. The reactants are: [F:1][C:2]1[CH:7]=[CH:6][C:5]([C:8]2[N:9]=[CH:10][NH:11][CH:12]=2)=[CH:4][N:3]=1.[C:13](=O)([O-])[O-].[K+].[K+].Br[CH2:20][CH2:21][CH2:22][CH2:23][N:24]1[C:28](=[O:29])[C:27]2=[CH:30][CH:31]=[CH:32][CH:33]=[C:26]2[C:25]1=[O:34]. (5) Given the product [Cl:41][C:40]1[C:36]([C:34]([NH:33][C:29]2[CH:28]=[C:27]([CH:32]=[CH:31][CH:30]=2)[C:25]([C:21]2[CH:20]=[C:19]3[C:24]([C:16](=[CH:15][NH:50][C:51]4[CH:52]=[CH:53][C:54]([CH2:57][CH2:58][CH2:59][C:60]([OH:62])=[O:61])=[CH:55][CH:56]=4)[C:17](=[O:44])[NH:18]3)=[CH:23][CH:22]=2)=[O:26])=[O:35])=[N:37][N:38]([CH2:42][CH3:43])[CH:39]=1, predict the reactants needed to synthesize it. The reactants are: CN1CCN(C2C=CC(N[CH:15]=[C:16]3[C:24]4[C:19](=[CH:20][C:21]([C:25]([C:27]5[CH:28]=[C:29]([NH:33][C:34]([C:36]6[C:40]([Cl:41])=[CH:39][N:38]([CH2:42][CH3:43])[N:37]=6)=[O:35])[CH:30]=[CH:31][CH:32]=5)=[O:26])=[CH:22][CH:23]=4)[NH:18][C:17]3=[O:44])=CC=2)CC1.C1COCC1.[NH2:50][C:51]1[CH:56]=[CH:55][C:54]([CH2:57][CH2:58][CH2:59][C:60]([OH:62])=[O:61])=[CH:53][CH:52]=1. (6) Given the product [CH3:1][C:2]1[CH:16]=[CH:15][C:5]([O:6][C:7]2[CH:8]=[C:9]([CH:12]=[CH:13][CH:14]=2)[CH2:10][NH2:11])=[CH:4][CH:3]=1, predict the reactants needed to synthesize it. The reactants are: [CH3:1][C:2]1[CH:16]=[CH:15][C:5]([O:6][C:7]2[CH:8]=[C:9]([CH:12]=[CH:13][CH:14]=2)[C:10]#[N:11])=[CH:4][CH:3]=1.[H-].[Al+3].[Li+].[H-].[H-].[H-].O.[OH-].[Na+]. (7) The reactants are: [C:1]([O:13]C)(=[O:12])[C:2]1[CH:11]=[CH:10][C:5]([C:6]([O:8]C)=O)=[CH:4][CH:3]=1.[NH2:15][CH2:16][CH2:17][CH2:18][OH:19]. Given the product [OH:19][CH2:18][CH2:17][CH2:16][N:15]([CH2:4][CH2:5][CH2:6][OH:8])[C:6](=[O:8])[C:5]1[CH:4]=[CH:3][C:2]([C:1]([OH:13])=[O:12])=[CH:11][CH:10]=1, predict the reactants needed to synthesize it. (8) Given the product [CH2:43]([NH:45][C:46]([NH:1][C:2]1[CH:31]=[CH:30][C:29]([C:32]([F:35])([F:33])[F:34])=[CH:28][C:3]=1[C:4]([NH:6][CH2:7][C:8]([NH:10][C@@H:11]1[CH2:16][CH2:15][CH2:14][CH2:13][C@@H:12]1[NH:17][C:18](=[O:27])[C:19]1[CH:24]=[CH:23][C:22]([S:25][CH3:26])=[CH:21][CH:20]=1)=[O:9])=[O:5])=[O:47])[CH3:44], predict the reactants needed to synthesize it. The reactants are: [NH2:1][C:2]1[CH:31]=[CH:30][C:29]([C:32]([F:35])([F:34])[F:33])=[CH:28][C:3]=1[C:4]([NH:6][CH2:7][C:8]([NH:10][C@@H:11]1[CH2:16][CH2:15][CH2:14][CH2:13][C@@H:12]1[NH:17][C:18](=[O:27])[C:19]1[CH:24]=[CH:23][C:22]([S:25][CH3:26])=[CH:21][CH:20]=1)=[O:9])=[O:5].C(N(CC)CC)C.[CH2:43]([N:45]=[C:46]=[O:47])[CH3:44].Cl. (9) Given the product [OH:18][C:2]1[CH:3]=[C:4]([CH:8]=[C:9]([N:11]2[CH2:15][CH2:14][CH2:13][C:12]2=[O:16])[CH:10]=1)[C:5]([OH:7])=[O:6], predict the reactants needed to synthesize it. The reactants are: N[C:2]1[CH:3]=[C:4]([CH:8]=[C:9]([N:11]2[CH2:15][CH2:14][CH2:13][C:12]2=[O:16])[CH:10]=1)[C:5]([OH:7])=[O:6].N([O-])=[O:18].[Na+].